This data is from Full USPTO retrosynthesis dataset with 1.9M reactions from patents (1976-2016). The task is: Predict the reactants needed to synthesize the given product. Given the product [CH:1]1([CH:7]([NH:11][C:10]2[CH:9]=[CH:7][C:39]([C:40]([NH:12][CH2:14][CH2:19][C:29]([OH:30])=[O:32])=[O:36])=[CH:38][CH:37]=2)[C:9]2[C:10]([CH3:24])=[N:11][N:12]([C:14]3[CH:19]=[CH:18][C:17]([C:20]([F:23])([F:22])[F:21])=[CH:16][N:15]=3)[CH:13]=2)[CH2:6][CH2:5][CH2:4][CH2:3][CH2:2]1, predict the reactants needed to synthesize it. The reactants are: [CH:1]1([CH:7]([C:9]2[C:10]([CH3:24])=[N:11][N:12]([C:14]3[CH:19]=[CH:18][C:17]([C:20]([F:23])([F:22])[F:21])=[CH:16][N:15]=3)[CH:13]=2)O)[CH2:6][CH2:5][CH2:4][CH2:3][CH2:2]1.S(Cl)(Cl)=O.[C:29](=[O:32])([O-])[OH:30].[Na+].[OH-].[Na+].[O:36]1[CH2:40][CH2:39][CH2:38][CH2:37]1.